Dataset: hERG Central: cardiac toxicity at 1µM, 10µM, and general inhibition. Task: Predict hERG channel inhibition at various concentrations. (1) Results: hERG_inhib (hERG inhibition (general)): blocker. The compound is Cl.N=c1n(CCN2CCCCC2)c2ccccc2n1CC(O)c1ccco1. (2) The drug is CN(C)CCCC1Sc2ccccc2Sc2ccccc21.O=C(O)C(=O)O. Results: hERG_inhib (hERG inhibition (general)): blocker. (3) The compound is COc1ccc(CC2(CO)CCN(Cc3ccc4nsnc4c3)CC2)cc1. Results: hERG_inhib (hERG inhibition (general)): blocker. (4) The compound is CCOC(=O)C1(Cc2ccccc2)CCN(Cc2cccc(OC)c2O)CC1. Results: hERG_inhib (hERG inhibition (general)): blocker. (5) The molecule is C=CCc1ccc(OCCCCCN2CCC(C)CC2)c(OC)c1.O=C(O)C(=O)O. Results: hERG_inhib (hERG inhibition (general)): blocker. (6) The drug is Cc1nnc(SCc2ccc(Cl)cc2)nc1/C=C/N(C)C. Results: hERG_inhib (hERG inhibition (general)): blocker. (7) The molecule is COc1ccc(CCNc2c3ccccc3nc3ccccc23)cc1OC.Cl. Results: hERG_inhib (hERG inhibition (general)): blocker. (8) The drug is O=C(OCC(=O)N1CCc2ccccc2C1)c1ccc(OC(F)F)cc1. Results: hERG_inhib (hERG inhibition (general)): blocker. (9) The molecule is CC(C)CCN(C(=O)Nc1ccc(Cl)cc1)C1CCN(C(C)C)CC1. Results: hERG_inhib (hERG inhibition (general)): blocker.